This data is from Peptide-MHC class I binding affinity with 185,985 pairs from IEDB/IMGT. The task is: Regression. Given a peptide amino acid sequence and an MHC pseudo amino acid sequence, predict their binding affinity value. This is MHC class I binding data. (1) The peptide sequence is SSFDYCGMDH. The MHC is HLA-A03:01 with pseudo-sequence HLA-A03:01. The binding affinity (normalized) is 0.118. (2) The peptide sequence is TLTAALFLLV. The binding affinity (normalized) is 0.618. The MHC is HLA-A02:01 with pseudo-sequence HLA-A02:01. (3) The peptide sequence is ITDFNIDTY. The binding affinity (normalized) is 1.00. The MHC is HLA-A01:01 with pseudo-sequence HLA-A01:01. (4) The peptide sequence is TVFRNQNRV. The MHC is HLA-A03:01 with pseudo-sequence HLA-A03:01. The binding affinity (normalized) is 0.0847.